Dataset: Full USPTO retrosynthesis dataset with 1.9M reactions from patents (1976-2016). Task: Predict the reactants needed to synthesize the given product. (1) Given the product [Cl:14][C:11]1[CH:12]=[CH:13][C:8]([C:6](=[O:7])[CH2:5][C:1]#[N:2])=[CH:9][CH:10]=1, predict the reactants needed to synthesize it. The reactants are: [C-:1]#[N:2].[K+].Br[CH2:5][C:6]([C:8]1[CH:13]=[CH:12][C:11]([Cl:14])=[CH:10][CH:9]=1)=[O:7].C(O)(=O)C. (2) Given the product [C:1]([N:4]1[CH2:10][C:9]2[CH:11]=[CH:12][C:13]([C:15]([NH:22][OH:20])=[O:16])=[CH:14][C:8]=2[O:7][CH2:6][C@H:5]1[CH3:19])(=[O:3])[CH3:2], predict the reactants needed to synthesize it. The reactants are: [C:1]([N:4]1[CH2:10][C:9]2[CH:11]=[CH:12][C:13]([C:15](OC)=[O:16])=[CH:14][C:8]=2[O:7][CH2:6][C@H:5]1[CH3:19])(=[O:3])[CH3:2].[OH-:20].[Na+].[NH2:22]O. (3) Given the product [C:16]([O:15][C:13]([NH:20][CH2:21][C:22](=[O:24])[CH2:29][C:28]([O:34][CH2:35][CH3:36])=[O:33])=[O:14])([CH3:17])([CH3:18])[CH3:19], predict the reactants needed to synthesize it. The reactants are: C(N1C=CN=C1)(N1C=CN=C1)=O.[C:13]([NH:20][CH2:21][C:22]([OH:24])=O)([O:15][C:16]([CH3:19])([CH3:18])[CH3:17])=[O:14].[Cl-].[Mg+2].[Cl-].[C:28]([O:34][CH2:35][CH3:36])(=[O:33])[CH2:29]C([O-])=O.[K+]. (4) Given the product [F:33][C:29]1[CH:28]=[C:27]([CH:32]=[CH:31][CH:30]=1)[CH2:26][O:25][C:22]1[CH:23]=[CH:24][C:19]([NH:18][C:16]2[N:15]=[CH:14][N:13]=[C:12]3[NH:11][N:10]=[C:9]([O:8][CH2:7][CH2:6][N:36]4[CH2:40][CH2:39][CH2:38][CH2:37]4)[C:17]=23)=[CH:20][C:21]=1[O:34][CH3:35], predict the reactants needed to synthesize it. The reactants are: CS(O[CH2:6][CH2:7][O:8][C:9]1[C:17]2[C:12](=[N:13][CH:14]=[N:15][C:16]=2[NH:18][C:19]2[CH:24]=[CH:23][C:22]([O:25][CH2:26][C:27]3[CH:32]=[CH:31][CH:30]=[C:29]([F:33])[CH:28]=3)=[C:21]([O:34][CH3:35])[CH:20]=2)[NH:11][N:10]=1)(=O)=O.[NH:36]1[CH2:40][CH2:39][CH2:38][CH2:37]1. (5) Given the product [CH:1]([O:4][C:5]([N:7]1[CH2:8][CH2:9][CH:10]([O:13][C@@H:14]([C:16]2[O:18][N:67]=[C:66]([C:63]3[CH:62]=[N:61][C:60]([N:49]4[CH2:50][C@H:51]([C:52]5[CH:57]=[C:56]([F:58])[CH:55]=[CH:54][C:53]=5[F:59])[C@@H:47]([NH2:46])[CH2:48]4)=[CH:65][N:64]=3)[N:69]=2)[CH3:15])[CH2:11][CH2:12]1)=[O:6])([CH3:2])[CH3:3], predict the reactants needed to synthesize it. The reactants are: [CH:1]([O:4][C:5]([N:7]1[CH2:12][CH2:11][CH:10]([O:13][C@@H:14]([C:16]([OH:18])=O)[CH3:15])[CH2:9][CH2:8]1)=[O:6])([CH3:3])[CH3:2].CCN=C=NCCCN(C)C.C1C=CC2N(O)N=NC=2C=1.C(OC(=O)[NH:46][C@@H:47]1[C@@H:51]([C:52]2[CH:57]=[C:56]([F:58])[CH:55]=[CH:54][C:53]=2[F:59])[CH2:50][N:49]([C:60]2[CH:65]=[N:64][C:63]([C:66](=[NH:69])[NH:67]O)=[CH:62][N:61]=2)[CH2:48]1)(C)(C)C.C(O)(C(F)(F)F)=O. (6) The reactants are: [F:1][C:2]1[CH:7]=[CH:6][C:5]([B:8]2[O:12][C:11]([CH3:14])([CH3:13])[C:10]([CH3:16])([CH3:15])[O:9]2)=[CH:4][C:3]=1[CH2:17]O.P(Br)(Br)[Br:20].O. Given the product [Br:20][CH2:17][C:3]1[CH:4]=[C:5]([B:8]2[O:12][C:11]([CH3:14])([CH3:13])[C:10]([CH3:16])([CH3:15])[O:9]2)[CH:6]=[CH:7][C:2]=1[F:1], predict the reactants needed to synthesize it. (7) Given the product [CH2:1]([N:8]1[CH2:13][CH2:12][CH:11]([CH3:14])[CH:10]([NH2:15])[CH2:9]1)[C:2]1[CH:3]=[CH:4][CH:5]=[CH:6][CH:7]=1, predict the reactants needed to synthesize it. The reactants are: [CH2:1]([N:8]1[CH2:13][CH2:12][CH:11]([CH3:14])[CH:10]([NH:15]C(=O)OC)[CH2:9]1)[C:2]1[CH:7]=[CH:6][CH:5]=[CH:4][CH:3]=1. (8) Given the product [CH3:23][O:22][C:19]1[CH:18]=[CH:17][C:16]([CH2:15][N:8]2[C:9]([C:11]([O:13][CH3:14])=[O:12])=[CH:10][C:6]([N:5]3[C:3](=[O:4])[NH:1][N:2]=[CH:24]3)=[N:7]2)=[CH:21][CH:20]=1, predict the reactants needed to synthesize it. The reactants are: [NH:1]([C:3]([NH:5][C:6]1[CH:10]=[C:9]([C:11]([O:13][CH3:14])=[O:12])[N:8]([CH2:15][C:16]2[CH:21]=[CH:20][C:19]([O:22][CH3:23])=[CH:18][CH:17]=2)[N:7]=1)=[O:4])[NH2:2].[CH:24](OC)(OC)OC.O.C1(C)C=CC(S(O)(=O)=O)=CC=1. (9) Given the product [F:18][C:15]1[CH:14]=[CH:13][C:12]([C:7]2[C:6]([CH2:4][OH:3])=[C:10]([CH3:11])[O:9][N:8]=2)=[CH:17][CH:16]=1, predict the reactants needed to synthesize it. The reactants are: C([O:3][C:4]([C:6]1[C:7]([C:12]2[CH:17]=[CH:16][C:15]([F:18])=[CH:14][CH:13]=2)=[N:8][O:9][C:10]=1[CH3:11])=O)C.O.[OH-].[Na+].